Dataset: Catalyst prediction with 721,799 reactions and 888 catalyst types from USPTO. Task: Predict which catalyst facilitates the given reaction. (1) Reactant: [CH2:1]([O:3][C:4]1[C:8]([CH2:9][CH2:10][C:11]([O:13][CH2:14][CH3:15])=[O:12])=[CH:7][NH:6][N:5]=1)[CH3:2].[H-].[Na+].Cl[C:19]1[CH:24]=[C:23]([C:25]([F:28])([F:27])[F:26])[CH:22]=[CH:21][N:20]=1.[Cl-].[NH4+]. Product: [CH2:1]([O:3][C:4]1[C:8]([CH2:9][CH2:10][C:11]([O:13][CH2:14][CH3:15])=[O:12])=[CH:7][N:6]([C:19]2[CH:24]=[C:23]([C:25]([F:28])([F:27])[F:26])[CH:22]=[CH:21][N:20]=2)[N:5]=1)[CH3:2]. The catalyst class is: 9. (2) Reactant: [CH3:1][C:2]1[NH:3][CH:4]=[CH:5][C:6]=1[C:7]([O:9][CH2:10][CH3:11])=[O:8].[CH3:12]I.[H-].[Na+]. Product: [CH3:12][N:3]1[CH:4]=[CH:5][C:6]([C:7]([O:9][CH2:10][CH3:11])=[O:8])=[C:2]1[CH3:1]. The catalyst class is: 42.